Dataset: Full USPTO retrosynthesis dataset with 1.9M reactions from patents (1976-2016). Task: Predict the reactants needed to synthesize the given product. (1) The reactants are: [CH2:1]([O:8][C:9]1[C:14](=[O:15])[N:13]2[CH:16]=[C:17]([CH3:20])[CH:18]=[CH:19][C:12]2=[N:11][C:10]=1[C:21](O)=[O:22])[C:2]1[CH:7]=[CH:6][CH:5]=[CH:4][CH:3]=1.ON1[C:29]2[CH:30]=[CH:31][CH:32]=[CH:33][C:28]=2N=N1.Cl.C[N:36](C)[CH2:37][CH2:38]CN=C=NCC.C(N(CC)CC)C.[O:53]1CCCC1. Given the product [O:53]=[C:38]([C:28]1[CH:33]=[CH:32][CH:31]=[CH:30][CH:29]=1)[CH2:37][NH:36][C:21]([C:10]1[N:11]=[C:12]2[CH:19]=[CH:18][C:17]([CH3:20])=[CH:16][N:13]2[C:14](=[O:15])[C:9]=1[O:8][CH2:1][C:2]1[CH:3]=[CH:4][CH:5]=[CH:6][CH:7]=1)=[O:22], predict the reactants needed to synthesize it. (2) Given the product [F:1][C:2]1[CH:7]=[CH:6][CH:5]=[CH:4][C:3]=1[N:8]1[CH:12]=[C:11]([CH3:19])[N:10]=[N:9]1, predict the reactants needed to synthesize it. The reactants are: [F:1][C:2]1[CH:7]=[CH:6][CH:5]=[CH:4][C:3]=1[N:8]1[CH:12](N2CCCCC2)[CH:11]([CH3:19])[N:10]=[N:9]1.FC1C=CC(N2C(N3CCCCC3)C(C)N=N2)=CC=1. (3) Given the product [NH2:1][C:2]1[CH:7]=[CH:6][C:5]([S:8](=[O:9])(=[O:10])[NH:11][C:12]2[CH:13]=[CH:14][C:15]3[CH2:19][O:18][B:17]([OH:20])[C:16]=3[CH:21]=2)=[C:4]([CH:3]=1)[CH2:22][NH:23][C:25](=[O:26])[O:27][CH:28]([CH3:30])[CH3:29], predict the reactants needed to synthesize it. The reactants are: [NH2:1][C:2]1[CH:7]=[CH:6][C:5]([S:8]([NH:11][C:12]2[CH:13]=[CH:14][C:15]3[CH2:19][O:18][B:17]([OH:20])[C:16]=3[CH:21]=2)(=[O:10])=[O:9])=[C:4]([CH2:22][NH2:23])[CH:3]=1.Cl[C:25]([O:27][CH:28]([CH3:30])[CH3:29])=[O:26]. (4) Given the product [CH2:1]([N:8]1[CH2:13][CH2:12][N:11]([C:14]2[CH:19]=[CH:18][C:17]([NH2:20])=[C:16]([CH2:23][S:24]([C:27]3[CH:32]=[CH:31][CH:30]=[CH:29][CH:28]=3)(=[O:26])=[O:25])[CH:15]=2)[CH2:10][CH2:9]1)[C:2]1[CH:3]=[CH:4][CH:5]=[CH:6][CH:7]=1, predict the reactants needed to synthesize it. The reactants are: [CH2:1]([N:8]1[CH2:13][CH2:12][N:11]([C:14]2[CH:19]=[CH:18][C:17]([N+:20]([O-])=O)=[C:16]([CH2:23][S:24]([C:27]3[CH:32]=[CH:31][CH:30]=[CH:29][CH:28]=3)(=[O:26])=[O:25])[CH:15]=2)[CH2:10][CH2:9]1)[C:2]1[CH:7]=[CH:6][CH:5]=[CH:4][CH:3]=1.[Sn].C([O-])(O)=O.[Na+].CCOCC. (5) Given the product [Cl:10][C:8]1[C:7]([CH3:11])=[C:6]([CH:12]2[CH2:15][N:14]([C:16]([O:18][C:19]([CH3:20])([CH3:22])[CH3:21])=[O:17])[CH2:13]2)[C:5]([O:23][CH3:24])=[C:4]([CH:2]([NH:1][C:26]2[N:34]=[CH:33][N:32]=[C:31]3[C:27]=2[N:28]=[CH:29][N:30]3[CH:35]2[CH2:40][CH2:39][CH2:38][CH2:37][O:36]2)[CH3:3])[CH:9]=1, predict the reactants needed to synthesize it. The reactants are: [NH2:1][CH:2]([C:4]1[C:5]([O:23][CH3:24])=[C:6]([CH:12]2[CH2:15][N:14]([C:16]([O:18][C:19]([CH3:22])([CH3:21])[CH3:20])=[O:17])[CH2:13]2)[C:7]([CH3:11])=[C:8]([Cl:10])[CH:9]=1)[CH3:3].Br[C:26]1[N:34]=[CH:33][N:32]=[C:31]2[C:27]=1[N:28]=[CH:29][N:30]2[CH:35]1[CH2:40][CH2:39][CH2:38][CH2:37][O:36]1.CCN(C(C)C)C(C)C. (6) Given the product [Cl:1][C:2]1[N:7]=[C:6]([Cl:8])[CH:5]=[C:4]([O:11][CH3:10])[N:3]=1, predict the reactants needed to synthesize it. The reactants are: [Cl:1][C:2]1[N:7]=[C:6]([Cl:8])[CH:5]=[C:4](Cl)[N:3]=1.[CH3:10][O-:11].[Na+]. (7) Given the product [C:1]([C:5]1[CH:6]=[C:7]([NH:8][C:21]([NH:20][CH2:19][CH2:18][CH2:17][Cl:23])=[O:22])[CH:9]=[C:10]([I:14])[C:11]=1[O:12][CH3:13])([CH3:4])([CH3:2])[CH3:3], predict the reactants needed to synthesize it. The reactants are: [C:1]([C:5]1[CH:6]=[C:7]([CH:9]=[C:10]([I:14])[C:11]=1[O:12][CH3:13])[NH2:8])([CH3:4])([CH3:3])[CH3:2].C([CH:17]([Cl:23])[CH2:18][CH2:19][N:20]=[C:21]=[O:22])C.